Dataset: Catalyst prediction with 721,799 reactions and 888 catalyst types from USPTO. Task: Predict which catalyst facilitates the given reaction. (1) Reactant: [F:1][C:2]([F:6])([F:5])[CH2:3][OH:4].[H-].[Na+].C1(OC(=O)O[CH2:18][N:19]2[C:28]3[C:23](=[CH:24][CH:25]=[C:26]([O:29][CH2:30][CH2:31][CH2:32][CH2:33][N:34]4[CH2:39][CH2:38][N:37]([C:40]5[C:48]6[CH:47]=[CH:46][S:45][C:44]=6[CH:43]=[CH:42][CH:41]=5)[CH2:36][CH2:35]4)[CH:27]=3)[CH2:22][CH2:21][C:20]2=[O:49])C=CC=CC=1. Product: [S:45]1[CH:46]=[CH:47][C:48]2[C:40]([N:37]3[CH2:36][CH2:35][N:34]([CH2:33][CH2:32][CH2:31][CH2:30][O:29][C:26]4[CH:27]=[C:28]5[C:23]([CH2:22][CH2:21][C:20](=[O:49])[N:19]5[CH2:18][O:4][CH2:3][C:2]([F:6])([F:5])[F:1])=[CH:24][CH:25]=4)[CH2:39][CH2:38]3)=[CH:41][CH:42]=[CH:43][C:44]1=2. The catalyst class is: 1. (2) Reactant: [C:1]([O:5][C:6]([NH:8]/[C:9](=[CH:14]\[C:15]1[C:16]([Cl:25])=[N:17][C:18]([C:21]([F:24])([F:23])[F:22])=[CH:19][CH:20]=1)/[C:10]([O:12][CH3:13])=[O:11])=[O:7])([CH3:4])([CH3:3])[CH3:2]. Product: [C:1]([O:5][C:6]([NH:8][C@@H:9]([CH2:14][C:15]1[C:16]([Cl:25])=[N:17][C:18]([C:21]([F:24])([F:22])[F:23])=[CH:19][CH:20]=1)[C:10]([O:12][CH3:13])=[O:11])=[O:7])([CH3:4])([CH3:2])[CH3:3]. The catalyst class is: 5.